This data is from Forward reaction prediction with 1.9M reactions from USPTO patents (1976-2016). The task is: Predict the product of the given reaction. (1) Given the reactants C(OC([N:8]1[CH2:13][CH2:12][N:11]([CH2:14][CH:15]([OH:30])[CH2:16][N:17]2[C:29]3[CH:28]=[CH:27][CH:26]=[CH:25][C:24]=3[C:23]3[C:18]2=[CH:19][CH:20]=[CH:21][CH:22]=3)[CH2:10][CH2:9]1)=O)(C)(C)C.C(O)(C(F)(F)F)=O, predict the reaction product. The product is: [CH:19]1[C:18]2[N:17]([CH2:16][CH:15]([OH:30])[CH2:14][N:11]3[CH2:10][CH2:9][NH:8][CH2:13][CH2:12]3)[C:29]3[C:24](=[CH:25][CH:26]=[CH:27][CH:28]=3)[C:23]=2[CH:22]=[CH:21][CH:20]=1. (2) Given the reactants Cl[C:2]([O:4][CH2:5][CH2:6][Si:7]([CH3:10])([CH3:9])[CH3:8])=[O:3].C([N:18]1[CH2:23][CH2:22][CH:21]([C:24]2[CH:29]=[CH:28][C:27]([F:30])=[CH:26][CH:25]=2)[CH:20]([O:31][CH2:32][C:33]2[CH:42]=[C:41]([O:43][CH2:44][O:45][CH2:46][CH2:47][Si:48]([CH3:51])([CH3:50])[CH3:49])[C:40]3[C:35](=[CH:36][CH:37]=[CH:38][CH:39]=3)[CH:34]=2)[CH2:19]1)C1C=CC=CC=1, predict the reaction product. The product is: [F:30][C:27]1[CH:28]=[CH:29][C:24]([CH:21]2[CH2:22][CH2:23][N:18]([C:2]([O:4][CH2:5][CH2:6][Si:7]([CH3:10])([CH3:9])[CH3:8])=[O:3])[CH2:19][CH:20]2[O:31][CH2:32][C:33]2[CH:42]=[C:41]([O:43][CH2:44][O:45][CH2:46][CH2:47][Si:48]([CH3:51])([CH3:50])[CH3:49])[C:40]3[C:35](=[CH:36][CH:37]=[CH:38][CH:39]=3)[CH:34]=2)=[CH:25][CH:26]=1. (3) Given the reactants [NH2:1][CH:2]1[CH2:7][CH2:6][CH:5]([N:8]2[C:19]3=[C:20]4[C:15](=[CH:16][CH:17]=[CH:18]3)[CH:14]=[N:13][CH:12]=[C:11]4[CH2:10][CH2:9]2)[CH2:4][CH2:3]1.[C:21](OC(=O)C)(=[O:23])[CH3:22], predict the reaction product. The product is: [NH:1]([CH:2]1[CH2:3][CH2:4][CH:5]([N:8]2[C:19]3=[C:20]4[C:15](=[CH:16][CH:17]=[CH:18]3)[CH:14]=[N:13][CH:12]=[C:11]4[CH2:10][CH2:9]2)[CH2:6][CH2:7]1)[C:21]([CH3:22])=[O:23]. (4) Given the reactants [CH3:1][C:2]([O:4][C@H:5]1[C:14]2[C@@:15]3([CH3:30])[C@@H:26]([CH2:27][O:28][CH3:29])[O:25][C:23](=[O:24])[C:17]4=[CH:18][O:19][C:20]([C:21](=[O:22])[C:13]=2[C@@H:8]2[CH2:9][CH2:10][C@H:11]([OH:12])[C@@:7]2([CH3:31])[CH2:6]1)=[C:16]34)=[O:3].C1(=O)OC(=O)CC1, predict the reaction product. The product is: [CH3:1][C:2]([O:4][C@H:5]1[C:14]2[C@@:15]3([CH3:30])[C@@H:26]([CH2:27][O:28][CH3:29])[O:25][C:23](=[O:24])[C:17]4=[CH:18][O:19][C:20]([C:21](=[O:22])[C:13]=2[C@@H:8]2[CH2:9][CH2:10][C:11](=[O:12])[C@@:7]2([CH3:31])[CH2:6]1)=[C:16]34)=[O:3]. (5) The product is: [F:1][CH2:2][CH2:3][CH2:4][O:5][C:6]1[CH:14]=[C:13]2[C:9]([CH2:10][C:11]3([C:12]42[NH:37][C:36](=[S:38])[C:35]([CH3:39])=[N:15]4)[CH2:16][CH2:17][CH:18]([O:21][CH3:22])[CH2:19][CH2:20]3)=[CH:8][CH:7]=1. Given the reactants [F:1][CH2:2][CH2:3][CH2:4][O:5][C:6]1[CH:14]=[C:13]2[C:9]([CH2:10][C:11]3([CH2:20][CH2:19][CH:18]([O:21][CH3:22])[CH2:17][CH2:16]3)[C:12]2=[NH:15])=[CH:8][CH:7]=1.C(OC)(OC)OC.CC(O)C.O=[C:35]([CH3:39])[C:36](=[S:38])[NH2:37], predict the reaction product.